Dataset: Aqueous solubility values for 9,982 compounds from the AqSolDB database. Task: Regression/Classification. Given a drug SMILES string, predict its absorption, distribution, metabolism, or excretion properties. Task type varies by dataset: regression for continuous measurements (e.g., permeability, clearance, half-life) or binary classification for categorical outcomes (e.g., BBB penetration, CYP inhibition). For this dataset (solubility_aqsoldb), we predict Y. (1) The compound is C=CC(=O)O[Si](C(C)C)(C(C)C)C(C)C. The Y is -4.94 log mol/L. (2) The drug is CC(CCCO[N+](=O)O)O[N+](=O)O. The Y is -2.44 log mol/L. (3) The molecule is CCCCCCCCCCCCCCCC(=O)O[C@@H]1C[C@@H](C(=O)O)N(C(=O)CCCCCCCCCCCCCCC)C1. The Y is -5.78 log mol/L. (4) The molecule is O=S(=O)([O-])[O-].[O-2].[Zr+4]. The Y is -7.71 log mol/L. (5) The drug is O=C(c1ccccc1)N(O)c1cccc2ccccc12. The Y is -3.31 log mol/L. (6) The molecule is NS(=O)(=O)c1ccc(NO)cc1. The Y is -0.840 log mol/L. (7) The drug is N#CN=C(N)N. The Y is -0.309 log mol/L. (8) The drug is NC(CSCCCSCC(N)C(=O)O)C(=O)O. The Y is -2.49 log mol/L. (9) The Y is -1.60 log mol/L. The drug is COC(=O)c1cc(O)c(OC)c(O)c1. (10) The molecule is NC(=O)C1(N2C(=O)c3cccc(Cl)c3C2=O)CCCCC1. The Y is -4.01 log mol/L.